This data is from Tyrosyl-DNA phosphodiesterase HTS with 341,365 compounds. The task is: Binary Classification. Given a drug SMILES string, predict its activity (active/inactive) in a high-throughput screening assay against a specified biological target. (1) The molecule is O=C(N1CCN(CC1)C(=O)c1occc1)c1n(nc(c1[N+]([O-])=O)C)C. The result is 0 (inactive). (2) The compound is s1nc(nc1c1ccc(cc1)C)NC(=O)CSc1sc(nn1)C. The result is 0 (inactive). (3) The drug is o1c2c(c(c(Cc3ccccc3)c1=O)C)ccc(OCC(=O)NCc1ncccc1)c2C. The result is 0 (inactive). (4) The molecule is Clc1ccc(CN2c3c(S(=O)(=O)c4c(C2=O)cccc4)ccc(C(=O)NCCCN2C(CCCC2)CC)c3)cc1. The result is 0 (inactive).